From a dataset of P-glycoprotein inhibition data for predicting drug efflux from Broccatelli et al.. Regression/Classification. Given a drug SMILES string, predict its absorption, distribution, metabolism, or excretion properties. Task type varies by dataset: regression for continuous measurements (e.g., permeability, clearance, half-life) or binary classification for categorical outcomes (e.g., BBB penetration, CYP inhibition). Dataset: pgp_broccatelli. (1) The drug is COc1ccccc1N1CCN(CC(=O)c2oc3ccccc3c2CCc2ccccc2)CC1. The result is 1 (inhibitor). (2) The compound is COc1ccc(C(OCCN(C)C)c2ccccc2)cc1. The result is 0 (non-inhibitor).